This data is from Forward reaction prediction with 1.9M reactions from USPTO patents (1976-2016). The task is: Predict the product of the given reaction. (1) Given the reactants [OH-:1].[Na+].[CH2:3]([C@H:10]1[CH2:15][NH:14][CH2:13][CH2:12][NH:11]1)[C:4]1[CH:9]=[CH:8][CH:7]=[CH:6][CH:5]=1.C(Cl)Cl.[CH3:19][OH:20], predict the reaction product. The product is: [C:4]([O:1][C:19]([N:14]1[CH2:13][CH2:12][NH:11][C@@H:10]([CH2:3][C:4]2[CH:9]=[CH:8][CH:7]=[CH:6][CH:5]=2)[CH2:15]1)=[O:20])([CH3:9])([CH3:5])[CH3:3]. (2) Given the reactants [CH3:1][C:2]1([C:7]2[S:11][C:10]([CH2:12][N:13]3[N:17]=[C:16]([NH2:18])[CH:15]=[N:14]3)=[CH:9][CH:8]=2)[O:6]CCO1.[CH3:19][N:20]([CH3:35])[C:21]1[CH:22]=[C:23]([C:27]2[O:31][CH:30]=[N:29][C:28]=2[C:32](O)=[O:33])[CH:24]=[CH:25][CH:26]=1, predict the reaction product. The product is: [C:2]([C:7]1[S:11][C:10]([CH2:12][N:13]2[N:17]=[C:16]([NH:18][C:32]([C:28]3[N:29]=[CH:30][O:31][C:27]=3[C:23]3[CH:24]=[CH:25][CH:26]=[C:21]([N:20]([CH3:35])[CH3:19])[CH:22]=3)=[O:33])[CH:15]=[N:14]2)=[CH:9][CH:8]=1)(=[O:6])[CH3:1]. (3) Given the reactants [NH2:1][C:2]1[CH:9]=[CH:8][C:7]([NH:10][C:11]2[CH:16]=[CH:15][C:14]([F:17])=[C:13]([Cl:18])[CH:12]=2)=[CH:6][C:3]=1[C:4]#N.[CH2:19]([Mg]Br)[CH3:20].C1C[O:26]CC1, predict the reaction product. The product is: [NH2:1][C:2]1[CH:9]=[CH:8][C:7]([NH:10][C:11]2[CH:16]=[CH:15][C:14]([F:17])=[C:13]([Cl:18])[CH:12]=2)=[CH:6][C:3]=1[C:4](=[O:26])[CH2:19][CH3:20]. (4) Given the reactants F[C:2]1[CH:7]=[CH:6][CH:5]=[CH:4][C:3]=1[N+:8]([O-:10])=[O:9].[CH3:11][C:12]([OH:16])([CH2:14][NH2:15])[CH3:13].C(N(C(C)C)CC)(C)C, predict the reaction product. The product is: [CH3:11][C:12]([OH:16])([CH3:13])[CH2:14][NH:15][C:2]1[CH:7]=[CH:6][CH:5]=[CH:4][C:3]=1[N+:8]([O-:10])=[O:9].